From a dataset of Forward reaction prediction with 1.9M reactions from USPTO patents (1976-2016). Predict the product of the given reaction. (1) Given the reactants [CH3:1][NH:2][C:3]([C@@:5]12[CH2:10][C@@H:9]1[C@@H:8]([N:11]1[CH:19]=[N:18][C:17]3[C:12]1=[N:13][C:14]([Cl:48])=[N:15][C:16]=3[NH:20][CH2:21][C:22]1[CH:27]=[CH:26][CH:25]=[C:24]([C:28]#[C:29][CH2:30][CH2:31][CH2:32][C:33]3[N:34]=[N:35][N:36]([C:38]4[CH:43]=[CH:42][C:41]([F:44])=[C:40]([N+:45]([O-])=O)[CH:39]=4)[CH:37]=3)[CH:23]=1)[C@H:7]([OH:49])[C@@H:6]2[OH:50])=[O:4].C(O)(=O)C, predict the reaction product. The product is: [CH3:1][NH:2][C:3]([C@@:5]12[CH2:10][C@@H:9]1[C@@H:8]([N:11]1[CH:19]=[N:18][C:17]3[C:12]1=[N:13][C:14]([Cl:48])=[N:15][C:16]=3[NH:20][CH2:21][C:22]1[CH:27]=[CH:26][CH:25]=[C:24]([C:28]#[C:29][CH2:30][CH2:31][CH2:32][C:33]3[N:34]=[N:35][N:36]([C:38]4[CH:43]=[CH:42][C:41]([F:44])=[C:40]([NH2:45])[CH:39]=4)[CH:37]=3)[CH:23]=1)[C@H:7]([OH:49])[C@@H:6]2[OH:50])=[O:4]. (2) Given the reactants Cl[CH2:2][C:3]1[N:4]([C:20]2[CH:25]=[CH:24][C:23]([N+:26]([O-:28])=[O:27])=[CH:22][CH:21]=2)[CH:5]=[C:6]([C:8]2[C:9]([C:14]3[CH:19]=[CH:18][CH:17]=[CH:16][CH:15]=3)=[N:10][O:11][C:12]=2[CH3:13])[N:7]=1.[F:29][C:30]1[CH:31]=[C:32]([CH:35]=[CH:36][CH:37]=1)[CH2:33][OH:34], predict the reaction product. The product is: [F:29][C:30]1[CH:31]=[C:32]([CH:35]=[CH:36][CH:37]=1)[CH2:33][O:34][CH2:2][C:3]1[N:4]([C:20]2[CH:25]=[CH:24][C:23]([N+:26]([O-:28])=[O:27])=[CH:22][CH:21]=2)[CH:5]=[C:6]([C:8]2[C:9]([C:14]3[CH:19]=[CH:18][CH:17]=[CH:16][CH:15]=3)=[N:10][O:11][C:12]=2[CH3:13])[N:7]=1. (3) Given the reactants [I:1][C:2]1[C:3]([CH3:11])=[C:4]([CH:8]=[CH:9][CH:10]=1)[C:5]([OH:7])=[O:6].S(Cl)(Cl)=O.[CH2:16](O)[CH3:17], predict the reaction product. The product is: [CH2:16]([O:6][C:5](=[O:7])[C:4]1[CH:8]=[CH:9][CH:10]=[C:2]([I:1])[C:3]=1[CH3:11])[CH3:17]. (4) Given the reactants O.C([C@@](C(O)=O)(O)[C@@](C(=O)C1C=CC=CC=1)(O)C(O)=O)(=O)C1C=CC=CC=1.[O:28]=[C:29]([N:43]1[CH2:48][CH2:47][N:46]2[C:49]([C:52]([F:55])([F:54])[F:53])=[N:50][N:51]=[C:45]2[CH2:44]1)[CH2:30][CH:31]([NH2:42])[CH2:32][C:33]1[CH:38]=[C:37]([F:39])[C:36]([F:40])=[CH:35][C:34]=1[F:41], predict the reaction product. The product is: [O:28]=[C:29]([N:43]1[CH2:48][CH2:47][N:46]2[C:49]([C:52]([F:55])([F:54])[F:53])=[N:50][N:51]=[C:45]2[CH2:44]1)[CH2:30][C@@H:31]([NH2:42])[CH2:32][C:33]1[CH:38]=[C:37]([F:39])[C:36]([F:40])=[CH:35][C:34]=1[F:41].